This data is from Catalyst prediction with 721,799 reactions and 888 catalyst types from USPTO. The task is: Predict which catalyst facilitates the given reaction. Reactant: [O:1]=[C:2]1[NH:7][N:6]=[CH:5][C:4]([C:8]([NH:10][C@@:11]2([C:16]([O:18]CCCC)=[O:17])[CH2:15][CH2:14][O:13][CH2:12]2)=[O:9])=[CH:3]1. Product: [O:1]=[C:2]1[NH:7][N:6]=[CH:5][C:4]([C:8]([NH:10][C@@:11]2([C:16]([OH:18])=[O:17])[CH2:15][CH2:14][O:13][CH2:12]2)=[O:9])=[CH:3]1. The catalyst class is: 74.